Dataset: Reaction yield outcomes from USPTO patents with 853,638 reactions. Task: Predict the reaction yield, written as a fraction of the theoretical maximum amount of product (1.0 means a 100% yield; for example, 0.34 means a 34% yield). (1) The reactants are [NH:1]1[C:5]2[CH:6]=[CH:7][C:8]([C:10]([OH:12])=O)=[CH:9][C:4]=2[N:3]=[CH:2]1.[F:13][C:14]1[C:19]2[C@H:20]3[C@H:25]([CH2:26][CH2:27][C:18]=2[CH:17]=[CH:16][CH:15]=1)[NH:24][CH2:23][CH2:22][CH2:21]3. No catalyst specified. The product is [NH:1]1[C:5]2[CH:6]=[CH:7][C:8]([C:10]([N:24]3[C@@H:25]4[C@H:20]([C:19]5[C:14]([F:13])=[CH:15][CH:16]=[CH:17][C:18]=5[CH2:27][CH2:26]4)[CH2:21][CH2:22][CH2:23]3)=[O:12])=[CH:9][C:4]=2[N:3]=[CH:2]1. The yield is 0.410. (2) The catalyst is O.CN(C=O)C. The product is [OH:41][C:13]1[C:14]([Si:22]([C:23]2[CH:24]=[CH:25][CH:26]=[CH:27][CH:28]=2)([C:29]2[CH:34]=[CH:33][CH:32]=[CH:31][CH:30]=2)[C:35]2[CH:40]=[CH:39][CH:38]=[CH:37][CH:36]=2)=[CH:15][C:16]2[C:21](=[CH:20][CH:19]=[CH:18][CH:17]=2)[C:12]=1[CH:51]=[O:52]. The reactants are [Li]C(C)(C)C.CCCCC.Br[C:12]1[C:21]2[C:16](=[CH:17][CH:18]=[CH:19][CH:20]=2)[CH:15]=[C:14]([Si:22]([C:35]2[CH:40]=[CH:39][CH:38]=[CH:37][CH:36]=2)([C:29]2[CH:34]=[CH:33][CH:32]=[CH:31][CH:30]=2)[C:23]2[CH:28]=[CH:27][CH:26]=[CH:25][CH:24]=2)[C:13]=1[O:41]C.B(Br)(Br)Br.C(Cl)Cl.C[CH2:51][O:52]CC. The yield is 0.950. (3) The catalyst is C1COCC1. The yield is 0.585. The product is [C:62]([O:61][C:59]([N:53]1[CH:52]([CH2:51][N:37]2[C:38]([C:45]([O:47][CH2:48][CH3:49])=[O:46])=[C:39]([C:40]([O:42][CH2:43][CH3:44])=[O:41])[C:35]([I:34])=[N:36]2)[CH2:56][O:55][C:54]1([CH3:57])[CH3:58])=[O:60])([CH3:65])([CH3:63])[CH3:64]. The reactants are C1(P(C2C=CC=CC=2)C2C=CC=CC=2)C=CC=CC=1.CC(OC(/N=N/C(OC(C)C)=O)=O)C.[I:34][C:35]1[C:39]([C:40]([O:42][CH2:43][CH3:44])=[O:41])=[C:38]([C:45]([O:47][CH2:48][CH3:49])=[O:46])[NH:37][N:36]=1.O[CH2:51][CH:52]1[CH2:56][O:55][C:54]([CH3:58])([CH3:57])[N:53]1[C:59]([O:61][C:62]([CH3:65])([CH3:64])[CH3:63])=[O:60]. (4) The reactants are C(OC([N:8]1[C:16]2[C:11](=[CH:12][CH:13]=[C:14]([F:17])[CH:15]=2)[C:10]([C:18]2[CH:23]=[CH:22][C:21]([S:24]([N:27]3[CH2:32][CH2:31][N:30](C(OC(C)(C)C)=O)[CH:29]([CH2:40][OH:41])[CH2:28]3)(=[O:26])=[O:25])=[CH:20][CH:19]=2)=[CH:9]1)=O)(C)(C)C.C(O)(C(F)(F)F)=O.CCOC(C)=O. The catalyst is C(Cl)Cl. The product is [F:17][C:14]1[CH:15]=[C:16]2[C:11]([C:10]([C:18]3[CH:19]=[CH:20][C:21]([S:24]([N:27]4[CH2:32][CH2:31][NH:30][CH:29]([CH2:40][OH:41])[CH2:28]4)(=[O:26])=[O:25])=[CH:22][CH:23]=3)=[CH:9][NH:8]2)=[CH:12][CH:13]=1. The yield is 0.460.